This data is from Reaction yield outcomes from USPTO patents with 853,638 reactions. The task is: Predict the reaction yield, written as a fraction of the theoretical maximum amount of product (1.0 means a 100% yield; for example, 0.34 means a 34% yield). (1) The reactants are CO[C:3]1[C:8]2[CH2:9][CH2:10][CH:11]([NH:14][CH2:15][C:16]([F:19])([F:18])[F:17])[CH2:12][CH2:13][C:7]=2[CH:6]=[CH:5][C:4]=1[NH2:20].Cl[C:22]1[N:27]=[C:26]([NH:28][C@@H:29]2[CH2:34][CH2:33][CH2:32][CH2:31][C@H:30]2[NH:35][S:36]([CH3:39])(=[O:38])=[O:37])[C:25]([Cl:40])=[CH:24][N:23]=1. No catalyst specified. The product is [Cl:40][C:25]1[C:26]([NH:28][C@@H:29]2[CH2:34][CH2:33][CH2:32][CH2:31][C@H:30]2[NH:35][S:36]([CH3:39])(=[O:38])=[O:37])=[N:27][C:22]([NH:20][C:4]2[CH:5]=[CH:6][C:7]3[CH2:13][CH2:12][CH:11]([NH:14][CH2:15][C:16]([F:19])([F:18])[F:17])[CH2:10][CH2:9][C:8]=3[CH:3]=2)=[N:23][CH:24]=1. The yield is 0.700. (2) The reactants are [CH:1]([O:8][CH2:9][CH3:10])([O:5][CH2:6][CH3:7])OCC.[O:11]=[C:12]1[C:33]2[C:28](=[CH:29][CH:30]=[CH:31][CH:32]=2)[O:27][C:14]2([CH2:19][CH2:18][N:17]([C:20]([O:22][C:23]([CH3:26])([CH3:25])[CH3:24])=[O:21])[CH2:16][CH2:15]2)[CH2:13]1.C(N(C(C)C)C(C)C)C.C(=O)(O)[O-].[Na+]. The catalyst is ClCCl. The product is [CH2:9]([O:8][CH:1]([O:5][CH2:6][CH3:7])[CH:13]1[C:14]2([CH2:15][CH2:16][N:17]([C:20]([O:22][C:23]([CH3:25])([CH3:24])[CH3:26])=[O:21])[CH2:18][CH2:19]2)[O:27][C:28]2[C:33](=[CH:32][CH:31]=[CH:30][CH:29]=2)[C:12]1=[O:11])[CH3:10]. The yield is 0.910. (3) The reactants are [C:1]([O:5][CH2:6][C:7]1[C:16]([C:17]2[CH:22]=[CH:21][CH:20]=[CH:19][C:18]=2[O:23][CH3:24])=[CH:15][CH:14]=[C:13]2[C:8]=1[C:9]([CH3:27])=[CH:10][C:11]([CH3:26])([CH3:25])[NH:12]2)(=[O:4])[CH:2]=[CH2:3].[CH2:28](Br)[CH:29]=[CH2:30].C(=O)([O-])[O-].[K+].[K+]. The catalyst is CN(C)C=O.C(OCC)(=O)C. The product is [C:1]([O:5][CH2:6][C:7]1[C:16]([C:17]2[CH:22]=[CH:21][CH:20]=[CH:19][C:18]=2[O:23][CH3:24])=[CH:15][CH:14]=[C:13]2[C:8]=1[C:9]([CH3:27])=[CH:10][C:11]([CH3:26])([CH3:25])[N:12]2[CH2:30][CH:29]=[CH2:28])(=[O:4])[CH:2]=[CH2:3]. The yield is 0.410. (4) The reactants are [CH3:1][C:2]1[N:11]([C:12]2[CH:17]=[CH:16][C:15]([Cl:18])=[C:14]([Cl:19])[CH:13]=2)[C:10](=[O:20])[C:9]2[C:4](=[CH:5][CH:6]=[CH:7][CH:8]=2)[N:3]=1.[OH:21][C:22]1[C:29]([O:30][CH3:31])=[CH:28][CH:27]=[CH:26][C:23]=1[CH:24]=O.CC([O-])=O.[Na+]. The catalyst is CC(O)=O. The product is [Cl:19][C:14]1[CH:13]=[C:12]([N:11]2[C:10](=[O:20])[C:9]3[C:4](=[CH:5][CH:6]=[CH:7][CH:8]=3)[N:3]=[C:2]2[CH:1]=[CH:24][C:23]2[CH:26]=[CH:27][CH:28]=[C:29]([O:30][CH3:31])[C:22]=2[OH:21])[CH:17]=[CH:16][C:15]=1[Cl:18]. The yield is 0.710. (5) The reactants are [O:1]1[CH2:6][CH2:5][N:4]([C:7]2[N:12]=[C:11]([N:13]3[CH2:18][CH2:17][O:16][CH2:15][CH2:14]3)[N:10]=[C:9]([C:19]3[CH:24]=[CH:23][C:22]([NH:25][C:26]([NH:28][C:29]4[CH:34]=[CH:33][C:32]([C:35]([N:37]5[CH2:42][CH2:41][N:40]([CH3:43])[CH2:39][CH2:38]5)=[O:36])=[CH:31][CH:30]=4)=[O:27])=[CH:21][CH:20]=3)[N:8]=2)[CH2:3][CH2:2]1.CO.[ClH:46]. The catalyst is O1CCOCC1. The product is [ClH:46].[O:1]1[CH2:2][CH2:3][N:4]([C:7]2[N:12]=[C:11]([N:13]3[CH2:18][CH2:17][O:16][CH2:15][CH2:14]3)[N:10]=[C:9]([C:19]3[CH:24]=[CH:23][C:22]([NH:25][C:26]([NH:28][C:29]4[CH:30]=[CH:31][C:32]([C:35]([N:37]5[CH2:38][CH2:39][N:40]([CH3:43])[CH2:41][CH2:42]5)=[O:36])=[CH:33][CH:34]=4)=[O:27])=[CH:21][CH:20]=3)[N:8]=2)[CH2:5][CH2:6]1. The yield is 1.00.